Dataset: Peptide-MHC class I binding affinity with 185,985 pairs from IEDB/IMGT. Task: Regression. Given a peptide amino acid sequence and an MHC pseudo amino acid sequence, predict their binding affinity value. This is MHC class I binding data. (1) The peptide sequence is LLIQGLKTV. The MHC is HLA-A29:02 with pseudo-sequence HLA-A29:02. The binding affinity (normalized) is 0.0847. (2) The peptide sequence is HVIASMRHF. The MHC is HLA-A26:01 with pseudo-sequence HLA-A26:01. The binding affinity (normalized) is 0.936. (3) The peptide sequence is KIIDNFEKL. The MHC is HLA-A68:02 with pseudo-sequence HLA-A68:02. The binding affinity (normalized) is 0.241. (4) The peptide sequence is SLYSILSPFL. The MHC is HLA-A11:01 with pseudo-sequence HLA-A11:01. The binding affinity (normalized) is 0. (5) The peptide sequence is NLALETLPAM. The MHC is HLA-B08:01 with pseudo-sequence HLA-B08:01. The binding affinity (normalized) is 0.271. (6) The peptide sequence is GVEDTESIER. The MHC is HLA-A31:01 with pseudo-sequence HLA-A31:01. The binding affinity (normalized) is 0.301. (7) The peptide sequence is GEYRLRGEAR. The MHC is HLA-B40:01 with pseudo-sequence HLA-B40:01. The binding affinity (normalized) is 0.302. (8) The peptide sequence is KPIMSMGDII. The MHC is HLA-B51:01 with pseudo-sequence HLA-B51:01. The binding affinity (normalized) is 0.191. (9) The peptide sequence is CLPAAPDGI. The MHC is HLA-A02:01 with pseudo-sequence HLA-A02:01. The binding affinity (normalized) is 0.237. (10) The peptide sequence is FVMCLEAKT. The MHC is HLA-A68:01 with pseudo-sequence HLA-A68:01. The binding affinity (normalized) is 0.340.